Dataset: NCI-60 drug combinations with 297,098 pairs across 59 cell lines. Task: Regression. Given two drug SMILES strings and cell line genomic features, predict the synergy score measuring deviation from expected non-interaction effect. (1) Drug 1: C1=C(C(=O)NC(=O)N1)N(CCCl)CCCl. Drug 2: C1=NC2=C(N1)C(=S)N=CN2. Cell line: EKVX. Synergy scores: CSS=13.0, Synergy_ZIP=-2.22, Synergy_Bliss=0.661, Synergy_Loewe=-0.955, Synergy_HSA=0.251. (2) Drug 1: C1=C(C(=O)NC(=O)N1)N(CCCl)CCCl. Drug 2: C#CCC(CC1=CN=C2C(=N1)C(=NC(=N2)N)N)C3=CC=C(C=C3)C(=O)NC(CCC(=O)O)C(=O)O. Cell line: OVCAR-5. Synergy scores: CSS=7.51, Synergy_ZIP=-7.85, Synergy_Bliss=-7.89, Synergy_Loewe=-6.35, Synergy_HSA=-6.31. (3) Drug 2: CCCS(=O)(=O)NC1=C(C(=C(C=C1)F)C(=O)C2=CNC3=C2C=C(C=N3)C4=CC=C(C=C4)Cl)F. Drug 1: COC1=C(C=C2C(=C1)N=CN=C2NC3=CC(=C(C=C3)F)Cl)OCCCN4CCOCC4. Cell line: UACC-257. Synergy scores: CSS=32.7, Synergy_ZIP=-6.05, Synergy_Bliss=-4.70, Synergy_Loewe=-15.0, Synergy_HSA=-2.17. (4) Drug 1: CC1OCC2C(O1)C(C(C(O2)OC3C4COC(=O)C4C(C5=CC6=C(C=C35)OCO6)C7=CC(=C(C(=C7)OC)O)OC)O)O. Drug 2: CCC1=C2CN3C(=CC4=C(C3=O)COC(=O)C4(CC)O)C2=NC5=C1C=C(C=C5)O. Cell line: SF-268. Synergy scores: CSS=46.3, Synergy_ZIP=-5.23, Synergy_Bliss=-1.78, Synergy_Loewe=-4.57, Synergy_HSA=0.765. (5) Drug 1: CN(CC1=CN=C2C(=N1)C(=NC(=N2)N)N)C3=CC=C(C=C3)C(=O)NC(CCC(=O)O)C(=O)O. Drug 2: C1CCC(C(C1)N)N.C(=O)(C(=O)[O-])[O-].[Pt+4]. Cell line: IGROV1. Synergy scores: CSS=22.9, Synergy_ZIP=-0.893, Synergy_Bliss=-0.0196, Synergy_Loewe=-21.6, Synergy_HSA=-1.92.